From a dataset of Full USPTO retrosynthesis dataset with 1.9M reactions from patents (1976-2016). Predict the reactants needed to synthesize the given product. (1) Given the product [C:58]([O:57][C:55](=[O:56])[NH:26][CH:27]([C:52](=[O:53])[NH:10][C@H:2]([CH3:1])[CH2:3][C:4]1[CH:9]=[CH:8][CH:7]=[CH:6][CH:5]=1)[CH2:28][CH2:29][CH2:30][NH:31]/[C:32](/[NH2:51])=[N:33]/[S:34]([C:37]1[C:38]([CH3:39])=[C:40]([CH3:41])[C:42]2[O:43][C:44]([CH3:46])([CH3:45])[CH2:47][C:48]=2[C:49]=1[CH3:50])(=[O:36])=[O:35])([CH3:61])([CH3:59])[CH3:60], predict the reactants needed to synthesize it. The reactants are: [CH3:1][C@H:2]([NH2:10])[CH2:3][C:4]1[CH:9]=[CH:8][CH:7]=[CH:6][CH:5]=1.C[C@H](N)CC1C=CC=CC=1.OS(O)(=O)=O.[NH:26]([C:55]([O:57][C:58]([CH3:61])([CH3:60])[CH3:59])=[O:56])[C@H:27]([C:52](O)=[O:53])[CH2:28][CH2:29][CH2:30][NH:31][C:32](=[NH:51])[NH:33][S:34]([C:37]1[C:49]([CH3:50])=[C:48]2[C:42]([O:43][C:44]([CH2:47]2)([CH3:46])[CH3:45])=[C:40]([CH3:41])[C:38]=1[CH3:39])(=[O:36])=[O:35].CN(C(ON1N=NC2C=CC=NC1=2)=[N+](C)C)C.F[P-](F)(F)(F)(F)F.CCN(C(C)C)C(C)C. (2) Given the product [Br:1][C:2]1[CH:3]=[C:4]2[C:10]3([CH2:14][CH2:13][N:12]([CH:24]=[O:25])[CH2:11]3)[CH2:9][N:8]([C:15]([NH:17][C:18]3[S:19][C:20]([Cl:23])=[CH:21][N:22]=3)=[O:16])[C:5]2=[CH:6][CH:7]=1, predict the reactants needed to synthesize it. The reactants are: [Br:1][C:2]1[CH:3]=[C:4]2[C:10]3([CH2:14][CH2:13][NH:12][CH2:11]3)[CH2:9][N:8]([C:15]([NH:17][C:18]3[S:19][C:20]([Cl:23])=[CH:21][N:22]=3)=[O:16])[C:5]2=[CH:6][CH:7]=1.[CH:24](O)=[O:25].Cl.C(N=C=NCCCN(C)C)C.